From a dataset of Reaction yield outcomes from USPTO patents with 853,638 reactions. Predict the reaction yield, written as a fraction of the theoretical maximum amount of product (1.0 means a 100% yield; for example, 0.34 means a 34% yield). The yield is 0.830. The product is [NH2:1][CH:4]([C:6]1[CH:7]=[C:8]([C:22]2[N:27]=[C:26]([CH3:28])[N:25]=[C:24]([N:29]([CH2:30][C:31]3[CH:36]=[CH:35][C:34]([O:37][CH3:38])=[CH:33][CH:32]=3)[CH2:39][C:40]3[CH:45]=[CH:44][C:43]([O:46][CH3:47])=[CH:42][CH:41]=3)[N:23]=2)[C:9]([NH:12][C:13]2[CH:14]=[N:15][C:16]([O:20][CH3:21])=[C:17]([F:19])[CH:18]=2)=[N:10][CH:11]=1)[CH3:5]. The reactants are [N:1]([CH:4]([C:6]1[CH:7]=[C:8]([C:22]2[N:27]=[C:26]([CH3:28])[N:25]=[C:24]([N:29]([CH2:39][C:40]3[CH:45]=[CH:44][C:43]([O:46][CH3:47])=[CH:42][CH:41]=3)[CH2:30][C:31]3[CH:36]=[CH:35][C:34]([O:37][CH3:38])=[CH:33][CH:32]=3)[N:23]=2)[C:9]([NH:12][C:13]2[CH:14]=[N:15][C:16]([O:20][CH3:21])=[C:17]([F:19])[CH:18]=2)=[N:10][CH:11]=1)[CH3:5])=[N+]=[N-]. The catalyst is C1COCC1.[Pd].